This data is from Full USPTO retrosynthesis dataset with 1.9M reactions from patents (1976-2016). The task is: Predict the reactants needed to synthesize the given product. (1) Given the product [NH2:1][C:2]1[C:3]([C:21]([NH:23][CH3:24])=[O:22])=[N:4][C:5]([C:8]2[CH:13]=[CH:12][C:11]([O:14][OH:26])=[CH:10][CH:9]=2)=[CH:6][N:7]=1, predict the reactants needed to synthesize it. The reactants are: [NH2:1][C:2]1[C:3]([C:21]([NH:23][CH3:24])=[O:22])=[N:4][C:5]([C:8]2[CH:13]=[CH:12][C:11]([O:14]C3CCCCO3)=[CH:10][CH:9]=2)=[CH:6][N:7]=1.Cl.[OH2:26]. (2) Given the product [CH2:1]([S:8][C:9]1[CH:10]=[C:11]2[C:16](=[CH:17][CH:18]=1)[CH:15]([C:19]1[CH:24]=[CH:23][C:22]([C:25]([F:28])([F:27])[F:26])=[CH:21][C:20]=1[O:29][CH3:30])[N:14]([C:38](=[O:40])[CH3:39])[CH2:13][CH2:12]2)[C:2]1[CH:7]=[CH:6][CH:5]=[CH:4][CH:3]=1, predict the reactants needed to synthesize it. The reactants are: [CH2:1]([S:8][C:9]1[CH:10]=[C:11]2[C:16](=[CH:17][CH:18]=1)[CH:15]([C:19]1[CH:24]=[CH:23][C:22]([C:25]([F:28])([F:27])[F:26])=[CH:21][C:20]=1[O:29][CH3:30])[NH:14][CH2:13][CH2:12]2)[C:2]1[CH:7]=[CH:6][CH:5]=[CH:4][CH:3]=1.C(N(CC)CC)C.[C:38](OC(=O)C)(=[O:40])[CH3:39]. (3) Given the product [CH3:16][O:15][C:13](=[O:14])[C@@H:12]([NH2:17])[CH2:11][C:8]1[CH:9]=[CH:10][C:5]([O:4][CH2:1][CH:2]=[CH2:3])=[C:6]([Cl:25])[CH:7]=1, predict the reactants needed to synthesize it. The reactants are: [CH2:1]([O:4][C:5]1[CH:10]=[CH:9][C:8]([CH2:11][C@H:12]([NH:17]C(OC(C)(C)C)=O)[C:13]([O:15][CH3:16])=[O:14])=[CH:7][C:6]=1[Cl:25])[CH:2]=[CH2:3].C(O)=O. (4) Given the product [F:8][C:5]1[CH:6]=[CH:7][C:2]([C:23]#[C:22][Si:19]([CH3:21])([CH3:20])[CH3:18])=[C:3]([CH2:9][C:10]([NH2:12])=[O:11])[CH:4]=1, predict the reactants needed to synthesize it. The reactants are: Br[C:2]1[CH:7]=[CH:6][C:5]([F:8])=[CH:4][C:3]=1[CH2:9][C:10]([NH2:12])=[O:11].F[B-](F)(F)F.[CH3:18][Si:19]([C:22]#[CH:23])([CH3:21])[CH3:20].CCN(CC)CC. (5) Given the product [NH2:3][CH2:12][C:13]([O:15][C:16]([CH3:46])([CH3:47])[CH2:17][N:18]1[C:30]2[C:29]3[CH:28]=[CH:27][CH:26]=[CH:25][C:24]=3[N:23]=[C:22]([NH2:31])[C:21]=2[N:20]=[C:19]1[CH2:42][O:43][CH2:44][CH3:45])=[O:14], predict the reactants needed to synthesize it. The reactants are: O=C1C2C(=CC=CC=2)C(=O)[N:3]1[CH2:12][C:13]([O:15][C:16]([CH3:47])([CH3:46])[CH2:17][N:18]1[C:30]2[C:29]3[CH:28]=[CH:27][CH:26]=[CH:25][C:24]=3[N:23]=[C:22]([N:31]3C(=O)C4C(=CC=CC=4)C3=O)[C:21]=2[N:20]=[C:19]1[CH2:42][O:43][CH2:44][CH3:45])=[O:14].NN.O.Cl.